This data is from Peptide-MHC class II binding affinity with 134,281 pairs from IEDB. The task is: Regression. Given a peptide amino acid sequence and an MHC pseudo amino acid sequence, predict their binding affinity value. This is MHC class II binding data. (1) The binding affinity (normalized) is 0.129. The MHC is DRB1_0802 with pseudo-sequence DRB1_0802. The peptide sequence is SQDLELSWNLNKLQAY. (2) The peptide sequence is AFKVAATAAAAAPAN. The MHC is DRB1_0901 with pseudo-sequence DRB1_0901. The binding affinity (normalized) is 0.494. (3) The peptide sequence is PQQPFPSQQQQPLI. The MHC is HLA-DQA10301-DQB10302 with pseudo-sequence HLA-DQA10301-DQB10302. The binding affinity (normalized) is 0.0467. (4) The peptide sequence is DHTNFKYNYSVIEGG. The MHC is HLA-DQA10102-DQB10602 with pseudo-sequence HLA-DQA10102-DQB10602. The binding affinity (normalized) is 0.435. (5) The peptide sequence is AAATAGFTVYGAFAA. The MHC is HLA-DPA10103-DPB10601 with pseudo-sequence HLA-DPA10103-DPB10601. The binding affinity (normalized) is 0.118. (6) The peptide sequence is HGSEPCIIHRGKPFQLEAV. The MHC is HLA-DPA10201-DPB10501 with pseudo-sequence HLA-DPA10201-DPB10501. The binding affinity (normalized) is 0.194. (7) The peptide sequence is LVGPTPVNVIGRNLLTQIGC. The MHC is DRB1_0101 with pseudo-sequence DRB1_0101. The binding affinity (normalized) is 0.203. (8) The peptide sequence is PCRIPVIVADDLTAA. The MHC is DRB1_0405 with pseudo-sequence DRB1_0405. The binding affinity (normalized) is 0.0849. (9) The peptide sequence is IDLSIQNYHTFLIYI. The MHC is H-2-IAb with pseudo-sequence H-2-IAb. The binding affinity (normalized) is 0. (10) The peptide sequence is YFKFLANVSTVLTGK. The MHC is DRB1_0404 with pseudo-sequence DRB1_0404. The binding affinity (normalized) is 0.757.